Dataset: Full USPTO retrosynthesis dataset with 1.9M reactions from patents (1976-2016). Task: Predict the reactants needed to synthesize the given product. Given the product [CH3:28][C:27]1[CH:26]=[C:25]([CH3:29])[NH:24][C:23](=[O:30])[C:22]=1[CH2:21][NH:20][C:10]([C:6]1[C:5]([CH3:13])=[C:4]([N:3]([CH2:1][CH3:2])[CH:14]2[CH2:19][CH2:18][O:17][CH2:16][CH2:15]2)[N:8]([CH3:9])[N:7]=1)=[O:12], predict the reactants needed to synthesize it. The reactants are: [CH2:1]([N:3]([CH:14]1[CH2:19][CH2:18][O:17][CH2:16][CH2:15]1)[C:4]1[N:8]([CH3:9])[N:7]=[C:6]([C:10]([OH:12])=O)[C:5]=1[CH3:13])[CH3:2].[NH2:20][CH2:21][C:22]1[C:23](=[O:30])[NH:24][C:25]([CH3:29])=[CH:26][C:27]=1[CH3:28].C1C=NC2N(O)N=NC=2C=1.C(Cl)CCl.CN1CCOCC1.